Dataset: Reaction yield outcomes from USPTO patents with 853,638 reactions. Task: Predict the reaction yield, written as a fraction of the theoretical maximum amount of product (1.0 means a 100% yield; for example, 0.34 means a 34% yield). (1) The product is [F:21][C:16]1[CH:17]=[CH:18][CH:19]=[C:20]2[C:15]=1[C:14](=[O:22])[N:13]([C:23]1[CH:24]=[N:25][CH:26]=[CH:27][CH:28]=1)[C:12]([CH3:29])=[C:11]2[C:9]([OH:10])=[O:8]. The reactants are C([O:8][C:9]([C:11]1[C:20]2[C:15](=[C:16]([F:21])[CH:17]=[CH:18][CH:19]=2)[C:14](=[O:22])[N:13]([C:23]2[CH:24]=[N:25][CH:26]=[CH:27][CH:28]=2)[C:12]=1[CH3:29])=[O:10])C1C=CC=CC=1. The catalyst is CO.[Pd]. The yield is 0.912. (2) The reactants are [OH:1][C:2]1([C:8]([O:10][CH3:11])=[O:9])[CH2:7][CH2:6][NH:5][CH2:4][CH2:3]1.C(N(CC)CC)C.[C:19](O[C:19]([O:21][C:22]([CH3:25])([CH3:24])[CH3:23])=[O:20])([O:21][C:22]([CH3:25])([CH3:24])[CH3:23])=[O:20].CO. The catalyst is ClCCl. The product is [OH:1][C:2]1([C:8]([O:10][CH3:11])=[O:9])[CH2:3][CH2:4][N:5]([C:19]([O:21][C:22]([CH3:25])([CH3:24])[CH3:23])=[O:20])[CH2:6][CH2:7]1. The yield is 0.990. (3) The reactants are [CH:1]1([CH2:4][O:5][NH:6][C:7]([C:9]2[C:17]([NH:18][C:19]3[CH:24]=[CH:23][C:22]([C:25]#[C:26][Si](C)(C)C)=[CH:21][C:20]=3[CH3:31])=[C:16]([F:32])[C:12]3[N:13]=[CH:14][NH:15][C:11]=3[CH:10]=2)=[O:8])[CH2:3][CH2:2]1.CCCC[N+](CCCC)(CCCC)CCCC.[F-]. The catalyst is O1CCCC1.O. The product is [CH:1]1([CH2:4][O:5][NH:6][C:7]([C:9]2[C:17]([NH:18][C:19]3[CH:24]=[CH:23][C:22]([C:25]#[CH:26])=[CH:21][C:20]=3[CH3:31])=[C:16]([F:32])[C:12]3[N:13]=[CH:14][NH:15][C:11]=3[CH:10]=2)=[O:8])[CH2:3][CH2:2]1. The yield is 0.650. (4) The reactants are FC1C=CC(C[N:7]2C(=O)N(C3SC(C(O)=O)=C(C)N=3)C=N2)=CC=1.F[P-](F)(F)(F)(F)F.N1(OC(N(C)C)=[N+](C)C)C2C=CC=CC=2N=N1.[F:48][C:49]1[CH:71]=[CH:70][C:52]([CH2:53][N:54]2[C@@H:58]([CH3:59])[CH2:57][N:56]([C:60]3[S:61][C:62]([C:66]([OH:68])=O)=[C:63]([CH3:65])[N:64]=3)[C:55]2=[O:69])=[CH:51][CH:50]=1.F[B-](F)(F)F.N1(OC(N(C)C)=[N+](C)C)C2C=CC=CC=2N=N1. No catalyst specified. The product is [F:48][C:49]1[CH:71]=[CH:70][C:52]([CH2:53][N:54]2[C@@H:58]([CH3:59])[CH2:57][N:56]([C:60]3[S:61][C:62]([C:66]([NH2:7])=[O:68])=[C:63]([CH3:65])[N:64]=3)[C:55]2=[O:69])=[CH:51][CH:50]=1. The yield is 0.670. (5) The reactants are Cl.CN(C)CCCN=C=NCC.OC1C=CC=C[N+]=1[O-].[Cl:21][C:22]1[CH:23]=[C:24]([N:39]2[CH:43]=[N:42][C:41]([C:44](O)=[O:45])=[N:40]2)[CH:25]=[C:26]([Cl:38])[C:27]=1[O:28][CH2:29][C:30]1[CH:35]=[CH:34][C:33]([O:36][CH3:37])=[CH:32][CH:31]=1.Cl.[NH2:48][CH2:49][C:50](=[O:55])[C:51]([CH3:54])([CH3:53])[CH3:52]. The catalyst is N1C=CC=CC=1. The product is [Cl:38][C:26]1[CH:25]=[C:24]([N:39]2[CH:43]=[N:42][C:41]([C:44]([NH:48][CH2:49][C:50](=[O:55])[C:51]([CH3:54])([CH3:53])[CH3:52])=[O:45])=[N:40]2)[CH:23]=[C:22]([Cl:21])[C:27]=1[O:28][CH2:29][C:30]1[CH:35]=[CH:34][C:33]([O:36][CH3:37])=[CH:32][CH:31]=1. The yield is 0.480.